Dataset: Catalyst prediction with 721,799 reactions and 888 catalyst types from USPTO. Task: Predict which catalyst facilitates the given reaction. (1) Reactant: Cl.[NH2:2][CH:3]1[CH2:8][CH2:7][N:6]([CH2:9][C@@H:10]([C:12]2[C:13]([CH3:22])=[C:14]3[C:18](=[CH:19][CH:20]=2)[C:17](=[O:21])[O:16][CH2:15]3)[OH:11])[CH2:5][CH2:4]1.Br[CH2:24][C:25]1[CH:34]=[C:33]([N+:35]([O-:37])=[O:36])[CH:32]=[CH:31][C:26]=1[C:27](OC)=[O:28].C(N(CC)CC)C. Product: [OH:11][C@H:10]([C:12]1[C:13]([CH3:22])=[C:14]2[C:18](=[CH:19][CH:20]=1)[C:17](=[O:21])[O:16][CH2:15]2)[CH2:9][N:6]1[CH2:7][CH2:8][CH:3]([N:2]2[CH2:24][C:25]3[C:26](=[CH:31][CH:32]=[C:33]([N+:35]([O-:37])=[O:36])[CH:34]=3)[C:27]2=[O:28])[CH2:4][CH2:5]1. The catalyst class is: 5. (2) Reactant: [CH2:1]([C@H:9]1[CH2:14][NH:13][CH2:12][CH2:11][NH:10]1)[CH2:2][C:3]1[CH:8]=[CH:7][CH:6]=[CH:5][CH:4]=1.[CH:15]1([C:20]2[S:29][C:28]3[NH:27][C:26]4[CH:30]=[CH:31][CH:32]=[CH:33][C:25]=4[NH:24][C:23](=S)[C:22]=3[N:21]=2)[CH2:19][CH2:18][CH2:17][CH2:16]1. Product: [CH:15]1([C:20]2[S:29][C:28]3[NH:27][C:26]4[CH:30]=[CH:31][CH:32]=[CH:33][C:25]=4[N:24]=[C:23]([N:13]4[CH2:12][CH2:11][NH:10][C@@H:9]([CH2:1][CH2:2][C:3]5[CH:4]=[CH:5][CH:6]=[CH:7][CH:8]=5)[CH2:14]4)[C:22]=3[N:21]=2)[CH2:16][CH2:17][CH2:18][CH2:19]1. The catalyst class is: 17. (3) Reactant: C(N(C(C)C)CC)(C)C.[CH2:10]([SH:14])[CH2:11][CH2:12][CH3:13].Br[C:16]1[C:17](=[O:33])[C:18]2[S:22][C:21]([CH3:23])=[N:20][C:19]=2[C:24](=[O:32])[C:25]=1[NH:26][CH2:27][CH2:28][N:29]([CH3:31])[CH3:30]. Product: [CH2:10]([S:14][C:16]1[C:17](=[O:33])[C:18]2[S:22][C:21]([CH3:23])=[N:20][C:19]=2[C:24](=[O:32])[C:25]=1[NH:26][CH2:27][CH2:28][N:29]([CH3:30])[CH3:31])[CH2:11][CH2:12][CH3:13]. The catalyst class is: 8.